Task: Predict the product of the given reaction.. Dataset: Forward reaction prediction with 1.9M reactions from USPTO patents (1976-2016) (1) Given the reactants [Si:1]([O:18][C:19]1[CH:27]=[C:26]2[C:22]([C:23]([CH:28]([CH3:30])[CH3:29])=[N:24][NH:25]2)=[CH:21][CH:20]=1)([C:14]([CH3:17])([CH3:16])[CH3:15])([C:8]1[CH:13]=[CH:12][CH:11]=[CH:10][CH:9]=1)[C:2]1[CH:7]=[CH:6][CH:5]=[CH:4][CH:3]=1.C(N(CC)CC)C.[CH3:38][C:39]([O:42][C:43](O[C:43]([O:42][C:39]([CH3:41])([CH3:40])[CH3:38])=[O:44])=[O:44])([CH3:41])[CH3:40], predict the reaction product. The product is: [Si:1]([O:18][C:19]1[CH:27]=[C:26]2[C:22]([C:23]([CH:28]([CH3:30])[CH3:29])=[N:24][N:25]2[C:43]([O:42][C:39]([CH3:41])([CH3:40])[CH3:38])=[O:44])=[CH:21][CH:20]=1)([C:14]([CH3:17])([CH3:16])[CH3:15])([C:2]1[CH:7]=[CH:6][CH:5]=[CH:4][CH:3]=1)[C:8]1[CH:9]=[CH:10][CH:11]=[CH:12][CH:13]=1. (2) Given the reactants [C:1]([OH:9])(=O)[C:2]1[CH:7]=[CH:6][CH:5]=[N:4][CH:3]=1.C(N1C=CN=C1)(N1C=CN=C1)=O.[NH2:22][C:23]1[CH:24]=[C:25]([CH:29]2[C:38]([CH3:40])([CH3:39])[CH2:37][C:36]3[C:31](=[CH:32][CH:33]=[C:34]([C:41]([OH:43])=[O:42])[CH:35]=3)[NH:30]2)[CH:26]=[CH:27][CH:28]=1, predict the reaction product. The product is: [CH3:39][C:38]1([CH3:40])[CH2:37][C:36]2[C:31](=[CH:32][CH:33]=[C:34]([C:41]([OH:43])=[O:42])[CH:35]=2)[NH:30][CH:29]1[C:25]1[CH:26]=[CH:27][CH:28]=[C:23]([NH:22][C:1]([C:2]2[CH:3]=[N:4][CH:5]=[CH:6][CH:7]=2)=[O:9])[CH:24]=1. (3) Given the reactants [CH3:1][O:2][C:3]1[CH:8]=[CH:7][N+:6]([O-])=[C:5](C)[C:4]=1[N+:11]([O-:13])=[O:12].[C:14](=[O:17])([O-])[O-:15].[K+].[K+].[Mn]([O-])(=O)(=O)=O.[K+], predict the reaction product. The product is: [CH3:1][O:2][C:3]1[CH:8]=[CH:7][N:6]=[C:5]([C:14]([OH:15])=[O:17])[C:4]=1[N+:11]([O-:13])=[O:12]. (4) Given the reactants [NH2:1][C:2]1[CH:3]=[C:4]([CH:21]=[CH:22][C:23]=1[CH3:24])[C:5]([N:7]1[CH2:12][CH2:11][CH:10]([C:13]2[CH:20]=[CH:19][C:16](C#N)=[CH:15][CH:14]=2)[CH2:9][CH2:8]1)=[O:6].NC1C=C(C=CC=1C)C(O)=O.[CH3:36][S:37](C1C=CC(C2CCNCC2)=CC=1)(=[O:39])=[O:38], predict the reaction product. The product is: [NH2:1][C:2]1[CH:3]=[C:4]([C:5]([N:7]2[CH2:12][CH2:11][CH:10]([C:13]3[CH:20]=[CH:19][C:16]([S:37]([CH3:36])(=[O:39])=[O:38])=[CH:15][CH:14]=3)[CH2:9][CH2:8]2)=[O:6])[CH:21]=[CH:22][C:23]=1[CH3:24]. (5) The product is: [I:18][C:6]1[CH:7]=[CH:8][CH:9]=[C:4]([O:3][C:2]([F:16])([F:17])[F:1])[C:5]=1[NH:10][C:11](=[O:15])[O:12][CH2:13][CH3:14]. Given the reactants [F:1][C:2]([F:17])([F:16])[O:3][C:4]1[CH:9]=[CH:8][CH:7]=[CH:6][C:5]=1[NH:10][C:11](=[O:15])[O:12][CH2:13][CH3:14].[I:18]I, predict the reaction product.